Task: Regression. Given two drug SMILES strings and cell line genomic features, predict the synergy score measuring deviation from expected non-interaction effect.. Dataset: NCI-60 drug combinations with 297,098 pairs across 59 cell lines (1) Drug 1: COC1=C(C=C2C(=C1)N=CN=C2NC3=CC(=C(C=C3)F)Cl)OCCCN4CCOCC4. Drug 2: N.N.Cl[Pt+2]Cl. Cell line: K-562. Synergy scores: CSS=11.7, Synergy_ZIP=-0.876, Synergy_Bliss=1.09, Synergy_Loewe=-1.43, Synergy_HSA=2.36. (2) Drug 1: CCCS(=O)(=O)NC1=C(C(=C(C=C1)F)C(=O)C2=CNC3=C2C=C(C=N3)C4=CC=C(C=C4)Cl)F. Drug 2: CCN(CC)CCCC(C)NC1=C2C=C(C=CC2=NC3=C1C=CC(=C3)Cl)OC. Cell line: SK-MEL-2. Synergy scores: CSS=12.5, Synergy_ZIP=-2.49, Synergy_Bliss=0.0270, Synergy_Loewe=-10.0, Synergy_HSA=-3.14. (3) Drug 1: C1CN(CCN1C(=O)CCBr)C(=O)CCBr. Drug 2: C1C(C(OC1N2C=NC3=C2NC=NCC3O)CO)O. Cell line: HL-60(TB). Synergy scores: CSS=67.8, Synergy_ZIP=2.65, Synergy_Bliss=-1.09, Synergy_Loewe=0.709, Synergy_HSA=-0.557. (4) Drug 1: C1CC(=O)NC(=O)C1N2CC3=C(C2=O)C=CC=C3N. Cell line: 786-0. Drug 2: CCC1=C2CN3C(=CC4=C(C3=O)COC(=O)C4(CC)O)C2=NC5=C1C=C(C=C5)O. Synergy scores: CSS=56.8, Synergy_ZIP=-3.91, Synergy_Bliss=-6.37, Synergy_Loewe=-37.7, Synergy_HSA=-4.77.